Dataset: Full USPTO retrosynthesis dataset with 1.9M reactions from patents (1976-2016). Task: Predict the reactants needed to synthesize the given product. (1) Given the product [C:6]([S:14][C:15]([CH3:18])([CH3:17])[CH3:16])(=[O:13])[C:7]1[CH:12]=[CH:11][CH:10]=[CH:9][CH:8]=1, predict the reactants needed to synthesize it. The reactants are: C(S)(C)(C)C.[C:6]([S:14][C:15]([CH3:18])([CH3:17])[CH3:16])(=[O:13])[C:7]1[CH:12]=[CH:11][CH:10]=[CH:9][CH:8]=1.C(Cl)(=O)C1C=CC=CC=1. (2) Given the product [C:11]([O:15][C:16](=[O:42])[NH:17][C:18]1[CH:19]=[N:20][CH:21]=[C:22]([C:25]2[CH:26]=[C:27]3[C:31](=[CH:32][CH:33]=2)[N:30]([CH:34]2[CH2:39][CH2:38][CH2:37][CH2:36][O:35]2)[N:29]=[C:28]3[C:40]2[NH:47][CH:9]=[C:7]([C:1]3[CH:2]=[CH:3][CH:4]=[CH:5][CH:6]=3)[N:48]=2)[C:23]=1[CH3:24])([CH3:14])([CH3:12])[CH3:13], predict the reactants needed to synthesize it. The reactants are: [C:1]1([C:7]([CH:9]=O)=O)[CH:6]=[CH:5][CH:4]=[CH:3][CH:2]=1.[C:11]([O:15][C:16](=[O:42])[NH:17][C:18]1[CH:19]=[N:20][CH:21]=[C:22]([C:25]2[CH:26]=[C:27]3[C:31](=[CH:32][CH:33]=2)[N:30]([CH:34]2[CH2:39][CH2:38][CH2:37][CH2:36][O:35]2)[N:29]=[C:28]3[CH:40]=O)[C:23]=1[CH3:24])([CH3:14])([CH3:13])[CH3:12].C(=O)([O-])[O-].[NH4+:47].[NH4+:48]. (3) Given the product [CH2:1]([CH:3]([CH:4]1[NH:16][C:11]([CH2:12][OH:13])([CH2:10][OH:17])[CH2:14][O:5]1)[CH2:6][CH2:7][CH2:8][CH3:9])[CH3:2], predict the reactants needed to synthesize it. The reactants are: [CH2:1]([CH:3]([CH2:6][CH2:7][CH2:8][CH3:9])[CH:4]=[O:5])[CH3:2].[CH2:10]([OH:17])[C:11]([NH2:16])([CH2:14]O)[CH2:12][OH:13].C1(C)C=CC=CC=1. (4) Given the product [C:13]([C:10]([C:7]([O:17][CH:18]([C:20]([O:1][CH2:2][CH2:3][OH:4])([F:21])[F:22])[F:19])([F:9])[F:8])([F:12])[F:11])([F:16])([F:15])[F:14], predict the reactants needed to synthesize it. The reactants are: [O:1]1CC[O:4][CH2:3][CH2:2]1.[C:7]([O:17][C:18](=[C:20]([F:22])[F:21])[F:19])([C:10]([C:13]([F:16])([F:15])[F:14])([F:12])[F:11])([F:9])[F:8].OCCO.[OH-].[K+].